Dataset: Forward reaction prediction with 1.9M reactions from USPTO patents (1976-2016). Task: Predict the product of the given reaction. (1) Given the reactants [O:1]=[C:2]1[N:6]([CH2:7][C:8]2[CH:13]=[CH:12][CH:11]=[CH:10][CH:9]=2)[C@H:5]([C:14](O)=O)[CH2:4][S:3]1.C1(N=C=N[CH:26]2[CH2:31]CCCC2)CCCCC1.C([SH:34])C, predict the reaction product. The product is: [CH2:31]([C:14]([C@@H:5]1[CH2:4][S:3][C:2](=[O:1])[N:6]1[CH2:7][C:8]1[CH:13]=[CH:12][CH:11]=[CH:10][CH:9]=1)=[S:34])[CH3:26]. (2) Given the reactants Br[C:2]1[CH:7]=[CH:6][N:5]=[C:4]([NH:8][C:9](=[O:21])[CH2:10][N:11]2[CH2:16][CH2:15][N:14]3[C:17](=[O:20])[CH2:18][CH2:19][CH:13]3[CH2:12]2)[CH:3]=1.[F:22][C:23]1[CH:24]=[C:25](B(O)O)[CH:26]=[C:27]([F:29])[CH:28]=1, predict the reaction product. The product is: [F:22][C:23]1[CH:24]=[C:25]([C:2]2[CH:7]=[CH:6][N:5]=[C:4]([NH:8][C:9](=[O:21])[CH2:10][N:11]3[CH2:16][CH2:15][N:14]4[C:17](=[O:20])[CH2:18][CH2:19][CH:13]4[CH2:12]3)[CH:3]=2)[CH:26]=[C:27]([F:29])[CH:28]=1. (3) Given the reactants [NH2:1][CH2:2][C:3]1[CH:9]=[CH:8][C:6]([NH2:7])=[CH:5][CH:4]=1.[CH3:10][C:11]([O:14][C:15](O[C:15]([O:14][C:11]([CH3:13])([CH3:12])[CH3:10])=[O:16])=[O:16])([CH3:13])[CH3:12], predict the reaction product. The product is: [NH2:7][C:6]1[CH:8]=[CH:9][C:3]([CH2:2][NH:1][C:15](=[O:16])[O:14][C:11]([CH3:13])([CH3:12])[CH3:10])=[CH:4][CH:5]=1. (4) Given the reactants [C:1]1([C:7]2[CH:12]=[CH:11][CH:10]=[CH:9][C:8]=2[OH:13])[CH:6]=[CH:5][CH:4]=[CH:3][CH:2]=1.[OH-:14].[K+].Cl[CH2:17][C:18]1[CH:23]=[CH:22][CH:21]=[C:20]([CH2:24]Cl)[CH:19]=1.O, predict the reaction product. The product is: [C:7]1([C:1]2[CH:2]=[CH:3][CH:4]=[CH:5][CH:6]=2)[CH:12]=[CH:11][CH:10]=[CH:9][C:8]=1[O:13][CH2:17][C:18]1[CH:23]=[CH:22][CH:21]=[C:20]([CH2:24][O:14][C:12]2[CH:11]=[CH:10][CH:9]=[CH:8][C:7]=2[C:1]2[CH:2]=[CH:3][CH:4]=[CH:5][CH:6]=2)[CH:19]=1. (5) Given the reactants Cl[C:2]1[N:7]=[C:6]([NH:8][C:9]2[CH:14]=[CH:13][C:12]([O:15][CH3:16])=[C:11]([Cl:17])[CH:10]=2)[C:5]([F:18])=[CH:4][N:3]=1.[NH2:19][C:20]1[CH:21]=[CH:22][C:23]2[O:27][C:26]([C:28]([O:30][CH3:31])=[O:29])=[CH:25][C:24]=2[CH:32]=1, predict the reaction product. The product is: [Cl:17][C:11]1[CH:10]=[C:9]([NH:8][C:6]2[C:5]([F:18])=[CH:4][N:3]=[C:2]([NH:19][C:20]3[CH:21]=[CH:22][C:23]4[O:27][C:26]([C:28]([O:30][CH3:31])=[O:29])=[CH:25][C:24]=4[CH:32]=3)[N:7]=2)[CH:14]=[CH:13][C:12]=1[O:15][CH3:16]. (6) Given the reactants [H-].[Al+3].[Li+].[H-].[H-].[H-].[CH:7]([C@@H:10]1[NH:15][C:14](=O)[CH2:13][O:12][CH2:11]1)([CH3:9])[CH3:8], predict the reaction product. The product is: [CH:7]([C@H:10]1[CH2:11][O:12][CH2:13][CH2:14][NH:15]1)([CH3:9])[CH3:8]. (7) Given the reactants ClC1N=C(C2SC(N3CCCC3)=NC=2C2C=C(NS(C3C(F)=CC=CC=3F)(=O)=O)C=CC=2)C=CN=1.[Cl:36][C:37]1[N:42]=[C:41]([CH2:43][C:44]([C:46]2[C:47]([F:64])=[C:48]([NH:52][S:53]([C:56]3[C:61]([F:62])=[CH:60][CH:59]=[CH:58][C:57]=3[F:63])(=[O:55])=[O:54])[CH:49]=[CH:50][CH:51]=2)=O)[CH:40]=[CH:39][N:38]=1.C1C(=O)N(Br)C(=O)C1.[N:73]1([C:81](=[S:83])[NH2:82])[CH2:78][CH2:77][S:76](=[O:80])(=[O:79])[CH2:75][CH2:74]1, predict the reaction product. The product is: [Cl:36][C:37]1[N:42]=[C:41]([C:43]2[S:83][C:81]([N:73]3[CH2:78][CH2:77][S:76](=[O:80])(=[O:79])[CH2:75][CH2:74]3)=[N:82][C:44]=2[C:46]2[C:47]([F:64])=[C:48]([NH:52][S:53]([C:56]3[C:61]([F:62])=[CH:60][CH:59]=[CH:58][C:57]=3[F:63])(=[O:55])=[O:54])[CH:49]=[CH:50][CH:51]=2)[CH:40]=[CH:39][N:38]=1. (8) Given the reactants [Br:1][C:2]1[C:7](=[O:8])[N:6]([C:9]2[C:14]([F:15])=[CH:13][CH:12]=[CH:11][C:10]=2[F:16])[C:5]([CH:17]=O)=[CH:4][C:3]=1[O:19][CH2:20][C:21]1[CH:26]=[CH:25][C:24]([F:27])=[CH:23][C:22]=1[F:28].[NH:29]1[CH2:34][CH2:33][O:32][CH2:31][CH2:30]1, predict the reaction product. The product is: [Br:1][C:2]1[C:7](=[O:8])[N:6]([C:9]2[C:10]([F:16])=[CH:11][CH:12]=[CH:13][C:14]=2[F:15])[C:5]([CH2:17][N:29]2[CH2:34][CH2:33][O:32][CH2:31][CH2:30]2)=[CH:4][C:3]=1[O:19][CH2:20][C:21]1[CH:26]=[CH:25][C:24]([F:27])=[CH:23][C:22]=1[F:28]. (9) Given the reactants C([N:8]1[C:16]2[C:11](=[CH:12][C:13]([O:17][CH3:18])=[CH:14][CH:15]=2)[C:10]([C:19]2[NH:27][C:22]3=[N:23][CH:24]=[CH:25][N:26]=[C:21]3[CH:20]=2)=[CH:9]1)C1C=CC=CC=1.N.[Na].O, predict the reaction product. The product is: [CH3:18][O:17][C:13]1[CH:12]=[C:11]2[C:16](=[CH:15][CH:14]=1)[NH:8][CH:9]=[C:10]2[C:19]1[NH:27][C:22]2=[N:23][CH:24]=[CH:25][N:26]=[C:21]2[CH:20]=1. (10) The product is: [CH3:1][C:2]1[CH:6]=[CH:5][O:4][C:3]=1[C:7]([NH:9][C:10]1[CH:11]=[C:12]([C:16]#[C:17][C:18]2[CH:19]=[C:20]([C:24]([N:26]=[S:27]([CH2:35][C:36]([N:41]3[CH2:51][CH2:50][CH2:49][C@H:43]([C:44]([O:46][CH2:47][CH3:48])=[O:45])[CH2:42]3)=[O:37])([C:29]3[CH:30]=[CH:31][CH:32]=[CH:33][CH:34]=3)=[O:28])=[O:25])[CH:21]=[N:22][CH:23]=2)[CH:13]=[CH:14][CH:15]=1)=[O:8]. Given the reactants [CH3:1][C:2]1[CH:6]=[CH:5][O:4][C:3]=1[C:7]([NH:9][C:10]1[CH:11]=[C:12]([C:16]#[C:17][C:18]2[CH:19]=[C:20]([C:24]([N:26]=[S@:27]([CH2:35][C:36](OCC)=[O:37])([C:29]3[CH:34]=[CH:33][CH:32]=[CH:31][CH:30]=3)=[O:28])=[O:25])[CH:21]=[N:22][CH:23]=2)[CH:13]=[CH:14][CH:15]=1)=[O:8].[NH:41]1[CH2:51][CH2:50][CH2:49][CH:43]([C:44]([O:46][CH2:47][CH3:48])=[O:45])[CH2:42]1, predict the reaction product.